Dataset: Human liver microsome stability data. Task: Regression/Classification. Given a drug SMILES string, predict its absorption, distribution, metabolism, or excretion properties. Task type varies by dataset: regression for continuous measurements (e.g., permeability, clearance, half-life) or binary classification for categorical outcomes (e.g., BBB penetration, CYP inhibition). Dataset: hlm. (1) The compound is CCOc1ccc(CCN2C(=O)N(NS(C)(=O)=O)C[C@@H]2c2ccc(OC)cc2)cc1. The result is 1 (stable in human liver microsomes). (2) The compound is O=C(N[C@H](Cc1c[nH]c2ccccc12)C(=O)Nc1ccncc1)c1ccc(N2CCN(c3ccc(Cl)cc3)CC2)cc1F. The result is 1 (stable in human liver microsomes). (3) The drug is COCCCNc1nnc(-c2ccc(F)c(F)c2Nc2ccc(I)cc2F)o1. The result is 0 (unstable in human liver microsomes).